Task: Regression. Given two drug SMILES strings and cell line genomic features, predict the synergy score measuring deviation from expected non-interaction effect.. Dataset: NCI-60 drug combinations with 297,098 pairs across 59 cell lines (1) Drug 1: C1=CC(=CC=C1CCC2=CNC3=C2C(=O)NC(=N3)N)C(=O)NC(CCC(=O)O)C(=O)O. Drug 2: CCCCC(=O)OCC(=O)C1(CC(C2=C(C1)C(=C3C(=C2O)C(=O)C4=C(C3=O)C=CC=C4OC)O)OC5CC(C(C(O5)C)O)NC(=O)C(F)(F)F)O. Cell line: HOP-62. Synergy scores: CSS=26.5, Synergy_ZIP=-8.15, Synergy_Bliss=-2.69, Synergy_Loewe=-2.26, Synergy_HSA=-1.55. (2) Drug 1: C1CN1P(=S)(N2CC2)N3CC3. Drug 2: CC1=C2C(C(=O)C3(C(CC4C(C3C(C(C2(C)C)(CC1OC(=O)C(C(C5=CC=CC=C5)NC(=O)C6=CC=CC=C6)O)O)OC(=O)C7=CC=CC=C7)(CO4)OC(=O)C)O)C)OC(=O)C. Cell line: SF-268. Synergy scores: CSS=18.8, Synergy_ZIP=4.14, Synergy_Bliss=9.81, Synergy_Loewe=1.48, Synergy_HSA=3.37.